From a dataset of Forward reaction prediction with 1.9M reactions from USPTO patents (1976-2016). Predict the product of the given reaction. (1) Given the reactants [C:1](=O)([O:30]C1C=CC([N+]([O-])=O)=CC=1)[O:2][C@@H:3]1[CH2:19][C@@H:18]2[C@@:6]([CH3:29])([C@@H:7]3[C@@H:15]([CH2:16][CH2:17]2)[C@:14]2([OH:20])[C@@:10]([CH3:28])([C@@H:11]([C:21]4[CH:22]=[CH:23][C:24](=[O:27])[O:25][CH:26]=4)[CH2:12][CH2:13]2)[CH2:9][CH2:8]3)[CH2:5][CH2:4]1.[NH:41]1[CH2:46][CH2:45][NH:44][CH2:43][CH2:42]1, predict the reaction product. The product is: [N:41]1([C:1]([O:2][C@@H:3]2[CH2:19][C@@H:18]3[C@@:6]([CH3:29])([C@@H:7]4[C@@H:15]([CH2:16][CH2:17]3)[C@:14]3([OH:20])[C@@:10]([CH3:28])([C@@H:11]([C:21]5[CH:22]=[CH:23][C:24](=[O:27])[O:25][CH:26]=5)[CH2:12][CH2:13]3)[CH2:9][CH2:8]4)[CH2:5][CH2:4]2)=[O:30])[CH2:46][CH2:45][NH:44][CH2:43][CH2:42]1. (2) Given the reactants Br[C:2]1[NH:22][C:5]2=[N:6][CH:7]=[C:8]([CH2:10][CH2:11][C:12]3[CH:17]=[C:16]([O:18][CH3:19])[CH:15]=[C:14]([O:20][CH3:21])[CH:13]=3)[N:9]=[C:4]2[CH:3]=1.[CH3:23][N:24]1[CH2:29][CH2:28][N:27]([C:30]2[CH:35]=[C:34](B3OC(C)(C)C(C)(C)O3)[CH:33]=[CH:32][N:31]=2)[CH2:26][CH2:25]1, predict the reaction product. The product is: [CH3:21][O:20][C:14]1[CH:13]=[C:12]([CH:17]=[C:16]([O:18][CH3:19])[CH:15]=1)[CH2:11][CH2:10][C:8]1[N:9]=[C:4]2[CH:3]=[C:2]([C:34]3[CH:33]=[CH:32][N:31]=[C:30]([N:27]4[CH2:26][CH2:25][N:24]([CH3:23])[CH2:29][CH2:28]4)[CH:35]=3)[NH:22][C:5]2=[N:6][CH:7]=1. (3) Given the reactants [F:1][C:2]1[CH:3]=[C:4]2[C:9](=[CH:10][CH:11]=1)[C:8](O)=[N:7][CH:6]=[C:5]2[O:13][CH3:14].O=P(Cl)(Cl)[Cl:17], predict the reaction product. The product is: [Cl:17][C:8]1[C:9]2[C:4](=[CH:3][C:2]([F:1])=[CH:11][CH:10]=2)[C:5]([O:13][CH3:14])=[CH:6][N:7]=1. (4) Given the reactants [CH3:1][NH:2][C@H:3]([C:14]([OH:16])=O)[C:4]([CH3:13])([CH3:12])[C:5]1[CH:10]=[CH:9][C:8]([CH3:11])=[CH:7][CH:6]=1.Cl.[CH3:18]/[C:19](=[CH:25]\[C@@H:26]([N:30]([CH3:39])[C:31](=[O:38])[C@H:32]([C:34]([CH3:37])([CH3:36])[CH3:35])[NH2:33])[CH:27]([CH3:29])[CH3:28])/[C:20]([O:22][CH2:23][CH3:24])=[O:21].F[P-](F)(F)(F)(F)F.N1(O[P+](N2CCCC2)(N2CCCC2)N2CCCC2)C2C=CC=CC=2N=N1.C(N(C(C)C)CC)(C)C, predict the reaction product. The product is: [CH3:1][NH:2][C@@H:3]([C:14]([NH:33][C@H:32]([C:31]([N:30]([C@@H:26]([CH:27]([CH3:28])[CH3:29])/[CH:25]=[C:19](\[CH3:18])/[C:20]([O:22][CH2:23][CH3:24])=[O:21])[CH3:39])=[O:38])[C:34]([CH3:36])([CH3:37])[CH3:35])=[O:16])[C:4]([CH3:12])([CH3:13])[C:5]1[CH:6]=[CH:7][C:8]([CH3:11])=[CH:9][CH:10]=1. (5) Given the reactants CCN([CH2:6][CH3:7])CC.[N+:8]([C:11]1[CH:19]=[CH:18][C:14]([C:15](Cl)=[O:16])=[CH:13][CH:12]=1)([O-:10])=[O:9].[OH2:20], predict the reaction product. The product is: [N+:8]([C:11]1[CH:19]=[CH:18][C:14]([C:15]([O:20][C:6]2([CH3:7])[CH2:15][CH:14]2[CH2:18][CH2:19][CH2:11][CH:12]=[CH2:13])=[O:16])=[CH:13][CH:12]=1)([O-:10])=[O:9]. (6) Given the reactants [C:1]([O:5][C:6]([N:8]1[CH2:12][C@H:11]([O:13][C:14]2[C:23]3[C:18](=[CH:19][C:20]([O:24][CH3:25])=[CH:21][CH:22]=3)[N:17]=[C:16]([C:26]3[CH:31]=[CH:30][CH:29]=[CH:28][CH:27]=3)[CH:15]=2)[CH2:10][C@H:9]1[C:32](=[O:66])[NH:33][C@:34]1([C:39]([NH:41][S:42]([C:45]2[CH:50]=[CH:49][CH:48]=[CH:47][C:46]=2[NH:51][C:52](=[O:65])[CH2:53][CH2:54][CH2:55][CH2:56][CH2:57][CH2:58][CH2:59][CH2:60][C:61]([O:63]C)=[O:62])(=[O:44])=[O:43])=[O:40])[CH2:36][C@H:35]1[CH:37]=[CH2:38])=[O:7])([CH3:4])([CH3:3])[CH3:2].[Li+].[OH-], predict the reaction product. The product is: [C:1]([O:5][C:6]([N:8]1[CH2:12][C@H:11]([O:13][C:14]2[C:23]3[C:18](=[CH:19][C:20]([O:24][CH3:25])=[CH:21][CH:22]=3)[N:17]=[C:16]([C:26]3[CH:31]=[CH:30][CH:29]=[CH:28][CH:27]=3)[CH:15]=2)[CH2:10][C@H:9]1[C:32](=[O:66])[NH:33][C@:34]1([C:39]([NH:41][S:42]([C:45]2[CH:50]=[CH:49][CH:48]=[CH:47][C:46]=2[NH:51][C:52](=[O:65])[CH2:53][CH2:54][CH2:55][CH2:56][CH2:57][CH2:58][CH2:59][CH2:60][C:61]([OH:63])=[O:62])(=[O:44])=[O:43])=[O:40])[CH2:36][C@H:35]1[CH:37]=[CH2:38])=[O:7])([CH3:2])([CH3:3])[CH3:4].